This data is from Forward reaction prediction with 1.9M reactions from USPTO patents (1976-2016). The task is: Predict the product of the given reaction. (1) Given the reactants [NH2:1][C@H:2]([C:6]1[CH:11]=[CH:10][C:9]([F:12])=[CH:8][CH:7]=1)[C:3]([NH2:5])=[O:4].[Cl:13][C:14]1[CH:19]=[CH:18][C:17]([S:20](Cl)(=[O:22])=[O:21])=[CH:16][CH:15]=1, predict the reaction product. The product is: [Cl:13][C:14]1[CH:19]=[CH:18][C:17]([S:20]([NH:1][C@H:2]([C:6]2[CH:11]=[CH:10][C:9]([F:12])=[CH:8][CH:7]=2)[C:3]([NH2:5])=[O:4])(=[O:22])=[O:21])=[CH:16][CH:15]=1. (2) Given the reactants [CH:1]([C:4]1[N:9]=[CH:8][C:7]([CH:10]=[CH:11][CH:12]=O)=[CH:6][N:5]=1)([CH3:3])[CH3:2].N1C=CC=C[C:15]=1[CH:20]=[O:21], predict the reaction product. The product is: [CH:1]([C:4]1[N:5]=[CH:6][C:7]([CH:10]=[CH:11][CH:12]=[CH:15][CH:20]=[O:21])=[CH:8][N:9]=1)([CH3:2])[CH3:3]. (3) Given the reactants [Cl:1][C:2]1[CH:7]=[C:6]([NH:8][C:9]2[CH:14]=[CH:13][C:12]([F:15])=[CH:11][C:10]=2[F:16])[CH:5]=[CH:4][C:3]=1[C:17]([C:19]1[CH:24]=[C:23]([C:25]2[N:26]=[N:27][N:28]([CH2:30][CH2:31][O:32][CH:33]3[CH2:38][CH2:37][CH2:36][CH2:35][O:34]3)[CH:29]=2)[CH:22]=[CH:21][C:20]=1C)=[O:18].ClC1C=C(NC2C=CC(F)=CC=2F)C=CC=1[C:56](C1C=C(C#C)C=CC=1OC)=[O:57].N(CCOC1CCCCO1)=[N+]=[N-], predict the reaction product. The product is: [Cl:1][C:2]1[CH:7]=[C:6]([NH:8][C:9]2[CH:14]=[CH:13][C:12]([F:15])=[CH:11][C:10]=2[F:16])[CH:5]=[CH:4][C:3]=1[C:17]([C:19]1[CH:24]=[C:23]([C:25]2[N:26]=[N:27][N:28]([CH2:30][CH2:31][O:32][CH:33]3[CH2:38][CH2:37][CH2:36][CH2:35][O:34]3)[CH:29]=2)[CH:22]=[CH:21][C:20]=1[O:57][CH3:56])=[O:18]. (4) Given the reactants C(O[CH:5]([C:28]1[N:40]=[C:31]2[N:32]=[C:33]([CH3:39])[C:34]3[CH2:38][CH2:37][CH2:36][C:35]=3[N:30]2[N:29]=1)[C:6]1(Br)[C:12](=[O:13])[N:11]2[C@@H:7]1[S:8][CH:9]=[C:10]2[C:14]([O:16]CC1C=CC([N+]([O-])=O)=CC=1)=[O:15])(=O)C, predict the reaction product. The product is: [CH3:39][C:33]1[C:34]2[CH2:38][CH2:37][CH2:36][C:35]=2[N:30]2[N:29]=[C:28](/[CH:5]=[C:6]3\[C@@H:7]4[N:11]([C:12]\3=[O:13])[C:10]([C:14]([OH:16])=[O:15])=[CH:9][S:8]4)[N:40]=[C:31]2[N:32]=1.